Dataset: Forward reaction prediction with 1.9M reactions from USPTO patents (1976-2016). Task: Predict the product of the given reaction. Given the reactants Cl[C:2]1[N:10]=[C:9](Cl)[CH:8]=[CH:7][C:3]=1[C:4]([NH2:6])=[O:5].C(O[C:17](=[O:24])[NH:18][C@H:19]1[CH2:23][CH2:22][NH:21][CH2:20]1)(C)(C)C.[CH3:25][CH:26]1[CH2:31][N:30]([C:32]2[CH:38]=[CH:37][C:35]([NH2:36])=[CH:34][CH:33]=2)[CH2:29][CH:28]([CH3:39])[O:27]1.[C:40](O)(=O)[CH:41]=C, predict the reaction product. The product is: [C:17]([NH:18][C@H:19]1[CH2:23][CH2:22][N:21]([C:9]2[CH:8]=[CH:7][C:3]([C:4]([NH2:6])=[O:5])=[C:2]([NH:36][C:35]3[CH:37]=[CH:38][C:32]([N:30]4[CH2:31][CH:26]([CH3:25])[O:27][CH:28]([CH3:39])[CH2:29]4)=[CH:33][CH:34]=3)[N:10]=2)[CH2:20]1)(=[O:24])[CH:40]=[CH2:41].